Dataset: Reaction yield outcomes from USPTO patents with 853,638 reactions. Task: Predict the reaction yield, written as a fraction of the theoretical maximum amount of product (1.0 means a 100% yield; for example, 0.34 means a 34% yield). (1) The reactants are [C:1]1([CH:7]([C:28]2[CH:33]=[CH:32][CH:31]=[CH:30][CH:29]=2)[N:8]2[C:16]3[C:11](=[CH:12][CH:13]=[CH:14][CH:15]=3)[CH:10]([C:17]3[CH:22]=[C:21]([CH3:23])[C:20]([O:24][CH3:25])=[CH:19][C:18]=3[OH:26])[C:9]2=[O:27])[CH:6]=[CH:5][CH:4]=[CH:3][CH:2]=1.[C:34](=O)([O-])[O-].[Cs+].[Cs+].ClCI. The catalyst is O1CCCC1. The product is [C:28]1([CH:7]([C:1]2[CH:2]=[CH:3][CH:4]=[CH:5][CH:6]=2)[N:8]2[C:16]3[C:11](=[CH:12][CH:13]=[CH:14][CH:15]=3)[C:10]3([C:17]4[CH:22]=[C:21]([CH3:23])[C:20]([O:24][CH3:25])=[CH:19][C:18]=4[O:26][CH2:34]3)[C:9]2=[O:27])[CH:33]=[CH:32][CH:31]=[CH:30][CH:29]=1. The yield is 0.720. (2) The reactants are [CH3:1][Si](C=[N+]=[N-])(C)C.[Br:8][C:9]1[CH:14]=[CH:13][C:12]([NH:15][C:16]2[C:21]([C:22]([OH:24])=[O:23])=[CH:20][N:19]=[C:18]([Cl:25])[C:17]=2[F:26])=[C:11]([F:27])[CH:10]=1.C1COCC1. The catalyst is CO. The product is [CH3:1][O:23][C:22](=[O:24])[C:21]1[C:16]([NH:15][C:12]2[CH:13]=[CH:14][C:9]([Br:8])=[CH:10][C:11]=2[F:27])=[C:17]([F:26])[C:18]([Cl:25])=[N:19][CH:20]=1. The yield is 0.920. (3) The reactants are [CH2:1]([N:3]([CH2:6][C:7]1[CH:12]=[CH:11][C:10]([N+:13]([O-])=O)=[CH:9][CH:8]=1)[CH2:4][CH3:5])[CH3:2].NN. The catalyst is [Ni].C(O)C. The product is [CH2:1]([N:3]([CH2:6][C:7]1[CH:8]=[CH:9][C:10]([NH2:13])=[CH:11][CH:12]=1)[CH2:4][CH3:5])[CH3:2]. The yield is 0.910. (4) The reactants are [N:1]1([CH2:7][CH2:8][NH2:9])[CH2:6][CH2:5][O:4][CH2:3][CH2:2]1.Cl[C:11]1[N:16]=[CH:15][C:14]2[C:17](=[C:22]3[C:30]4[C:25](=[CH:26][CH:27]=[CH:28][CH:29]=4)[NH:24][C:23]3=[O:31])[O:18][CH:19]([CH2:20][CH3:21])[C:13]=2[C:12]=1Cl. The catalyst is O1CCOCC1. The product is [CH2:20]([CH:19]1[C:13]2[CH:12]=[C:11]([NH:9][CH2:8][CH2:7][N:1]3[CH2:6][CH2:5][O:4][CH2:3][CH2:2]3)[N:16]=[CH:15][C:14]=2[C:17](=[C:22]2[C:30]3[C:25](=[CH:26][CH:27]=[CH:28][CH:29]=3)[NH:24][C:23]2=[O:31])[O:18]1)[CH3:21]. The yield is 0.280. (5) The reactants are [C:1]([C:3]1[CH:8]=[CH:7][N:6]=[C:5]2[NH:9][CH:10]=[C:11]([C:12]3[CH:17]=[CH:16][N:15]=[C:14]([NH2:18])[N:13]=3)[C:4]=12)#[CH:2].[H][H]. The catalyst is C1COCC1.[Pd]. The product is [CH2:1]([C:3]1[CH:8]=[CH:7][N:6]=[C:5]2[NH:9][CH:10]=[C:11]([C:12]3[CH:17]=[CH:16][N:15]=[C:14]([NH2:18])[N:13]=3)[C:4]=12)[CH3:2]. The yield is 0.980. (6) The reactants are [F:1][C:2]1[C:7]([CH:8]=[O:9])=[CH:6][CH:5]=[CH:4][C:3]=1[NH:10][S:11]([CH2:14][CH2:15][CH3:16])(=[O:13])=[O:12].[N:17]1[CH:22]=[CH:21][N:20]=[C:19]2[NH:23][CH:24]=[CH:25][C:18]=12.[OH-].[K+].O. The catalyst is CO. The product is [F:1][C:2]1[C:7]([CH:8]([OH:9])[C:25]2[C:18]3[C:19](=[N:20][CH:21]=[CH:22][N:17]=3)[NH:23][CH:24]=2)=[CH:6][CH:5]=[CH:4][C:3]=1[NH:10][S:11]([CH2:14][CH2:15][CH3:16])(=[O:13])=[O:12]. The yield is 0.490. (7) The reactants are [C:1]([O:5][C:6]([NH:8][C@H:9]([CH2:13][C:14]1[CH:19]=[CH:18][C:17]([O:20][CH3:21])=[CH:16][CH:15]=1)[C:10]([OH:12])=O)=[O:7])([CH3:4])([CH3:3])[CH3:2].C(Cl)CCl.C1C=CC2N(O)N=NC=2C=1.[CH:36]1([C:42]2([C:48]([O:50][CH2:51][CH3:52])=[O:49])[CH2:47][CH2:46][NH:45][CH2:44][CH2:43]2)[CH2:41][CH2:40][CH2:39][CH2:38][CH2:37]1.C(N(CC)CC)C.[OH-].[Na+]. The catalyst is CN(C=O)C. The product is [C:1]([O:5][C:6]([NH:8][C@H:9]([CH2:13][C:14]1[CH:19]=[CH:18][C:17]([O:20][CH3:21])=[CH:16][CH:15]=1)[C:10]([N:45]1[CH2:46][CH2:47][C:42]([CH:36]2[CH2:41][CH2:40][CH2:39][CH2:38][CH2:37]2)([C:48]([O:50][CH2:51][CH3:52])=[O:49])[CH2:43][CH2:44]1)=[O:12])=[O:7])([CH3:2])([CH3:3])[CH3:4]. The yield is 0.660. (8) The reactants are [CH:1]1([CH2:4][O:5][NH:6][C:7]([C:9]2[C:17]([NH:18][C:19]3[CH:24]=[CH:23][C:22]([C:25]#[C:26][Si](C)(C)C)=[CH:21][C:20]=3[CH3:31])=[C:16]([F:32])[C:12]3[N:13]=[CH:14][NH:15][C:11]=3[CH:10]=2)=[O:8])[CH2:3][CH2:2]1.CCCC[N+](CCCC)(CCCC)CCCC.[F-]. The catalyst is O1CCCC1.O. The product is [CH:1]1([CH2:4][O:5][NH:6][C:7]([C:9]2[C:17]([NH:18][C:19]3[CH:24]=[CH:23][C:22]([C:25]#[CH:26])=[CH:21][C:20]=3[CH3:31])=[C:16]([F:32])[C:12]3[N:13]=[CH:14][NH:15][C:11]=3[CH:10]=2)=[O:8])[CH2:3][CH2:2]1. The yield is 0.650.